Dataset: Full USPTO retrosynthesis dataset with 1.9M reactions from patents (1976-2016). Task: Predict the reactants needed to synthesize the given product. (1) Given the product [OH:6][C@H:7]([C:37]1[CH:38]=[N:39][CH:40]=[CH:41][CH:42]=1)[CH2:8][NH:9][CH2:17][C@H:18]1[CH2:27][CH2:26][C:25]2[C:20](=[CH:21][CH:22]=[C:23]([C:28]3[CH:33]=[CH:32][N:31]=[C:30]([C:34]([OH:36])=[O:35])[CH:29]=3)[CH:24]=2)[O:19]1, predict the reactants needed to synthesize it. The reactants are: CC([Si](C)(C)[O:6][C@H:7]([C:37]1[CH:38]=[N:39][CH:40]=[CH:41][CH:42]=1)[CH2:8][N:9]([CH2:17][C@H:18]1[CH2:27][CH2:26][C:25]2[C:20](=[CH:21][CH:22]=[C:23]([C:28]3[CH:33]=[CH:32][N:31]=[C:30]([C:34]([OH:36])=[O:35])[CH:29]=3)[CH:24]=2)[O:19]1)C(OC(C)(C)C)=O)(C)C.Cl. (2) Given the product [O:20]1[C:21]2[CH:27]=[CH:26][CH:25]=[CH:24][C:22]=2[N:23]=[C:19]1[NH:17][C:14]1[CH:15]=[CH:16][C:11]([NH:10][C:5]2[C:4]([N+:1]([O-:3])=[O:2])=[CH:9][N:8]=[CH:7][N:6]=2)=[CH:12][CH:13]=1, predict the reactants needed to synthesize it. The reactants are: [N+:1]([C:4]1[C:5]([NH:10][C:11]2[CH:16]=[CH:15][C:14]([NH2:17])=[CH:13][CH:12]=2)=[N:6][CH:7]=[N:8][CH:9]=1)([O-:3])=[O:2].Cl[C:19]1[O:20][C:21]2[CH:27]=[CH:26][CH:25]=[CH:24][C:22]=2[N:23]=1. (3) Given the product [CH:9]1([NH:12][C:13]([NH:15][C:16]2[CH:21]=[CH:20][C:19]([O:22][C:23]3[CH:28]=[CH:27][N:26]=[C:25]4[CH:29]=[C:30]([C:32]5[CH:37]=[CH:36][C:35]([CH2:38][N:5]6[CH2:6][CH2:7][C:3]([F:8])([F:2])[CH2:4]6)=[CH:34][N:33]=5)[S:31][C:24]=34)=[C:18]([F:40])[CH:17]=2)=[O:14])[CH2:11][CH2:10]1, predict the reactants needed to synthesize it. The reactants are: Cl.[F:2][C:3]1([F:8])[CH2:7][CH2:6][NH:5][CH2:4]1.[CH:9]1([NH:12][C:13]([NH:15][C:16]2[CH:21]=[CH:20][C:19]([O:22][C:23]3[CH:28]=[CH:27][N:26]=[C:25]4[CH:29]=[C:30]([C:32]5[CH:37]=[CH:36][C:35]([CH:38]=O)=[CH:34][N:33]=5)[S:31][C:24]=34)=[C:18]([F:40])[CH:17]=2)=[O:14])[CH2:11][CH2:10]1.C(O)(=O)C.C(O[BH-](OC(=O)C)OC(=O)C)(=O)C.[Na+].